Dataset: Catalyst prediction with 721,799 reactions and 888 catalyst types from USPTO. Task: Predict which catalyst facilitates the given reaction. (1) Reactant: C1C=CC(P(C2C=CC=CC=2)C2C=CC=CC=2)=CC=1.N(C(OC(C)C)=O)=NC(OC(C)C)=O.[S:34]1[C:42]2[CH2:41][CH2:40][N:39]([CH2:43][CH2:44][OH:45])[CH2:38][C:37]=2[CH:36]=[CH:35]1.[CH2:46]([O:48][C:49](=[O:71])[CH2:50][N:51]([CH2:63][C:64]1[CH:69]=[CH:68][C:67](O)=[CH:66][CH:65]=1)[C:52]([O:54][C:55]1[CH:60]=[CH:59][C:58]([O:61][CH3:62])=[CH:57][CH:56]=1)=[O:53])[CH3:47]. Product: [CH2:46]([O:48][C:49](=[O:71])[CH2:50][N:51]([CH2:63][C:64]1[CH:65]=[CH:66][C:67]([O:45][CH2:44][CH2:43][N:39]2[CH2:40][CH2:41][C:42]3[S:34][CH:35]=[CH:36][C:37]=3[CH2:38]2)=[CH:68][CH:69]=1)[C:52]([O:54][C:55]1[CH:60]=[CH:59][C:58]([O:61][CH3:62])=[CH:57][CH:56]=1)=[O:53])[CH3:47]. The catalyst class is: 1. (2) The catalyst class is: 124. Reactant: [O:1]1[C:6]2[CH:7]=[CH:8][CH:9]=[CH:10][C:5]=2O[CH2:3][CH:2]1[C:11]([OH:13])=[O:12].[CH3:14][Si](C=[N+]=[N-])(C)C.CI.C[Si](C)(C)[N-][Si](C)(C)C.[K+].[CH3:33][OH:34]. Product: [CH3:33][O:34][C:7]1[CH:8]=[CH:9][CH:10]=[CH:5][C:6]=1[O:1][C:2](=[CH2:3])[C:11]([O:13][CH3:14])=[O:12]. (3) Reactant: FC(F)(F)C(O)=O.C([O:12][C:13]([C:15]1[CH:19]=[CH:18][N:17]([C:20]2[CH:25]=[CH:24][C:23]([Cl:26])=[CH:22][N:21]=2)[CH:16]=1)=[O:14])(C)(C)C.O. Product: [Cl:26][C:23]1[CH:24]=[CH:25][C:20]([N:17]2[CH:18]=[CH:19][C:15]([C:13]([OH:14])=[O:12])=[CH:16]2)=[N:21][CH:22]=1. The catalyst class is: 4.